From a dataset of NCI-60 drug combinations with 297,098 pairs across 59 cell lines. Regression. Given two drug SMILES strings and cell line genomic features, predict the synergy score measuring deviation from expected non-interaction effect. (1) Drug 1: CN(C)C1=NC(=NC(=N1)N(C)C)N(C)C. Drug 2: C(CN)CNCCSP(=O)(O)O. Cell line: SK-OV-3. Synergy scores: CSS=-3.57, Synergy_ZIP=-0.314, Synergy_Bliss=-2.53, Synergy_Loewe=-3.37, Synergy_HSA=-3.26. (2) Drug 1: C#CCC(CC1=CN=C2C(=N1)C(=NC(=N2)N)N)C3=CC=C(C=C3)C(=O)NC(CCC(=O)O)C(=O)O. Drug 2: CC1C(C(CC(O1)OC2CC(CC3=C2C(=C4C(=C3O)C(=O)C5=C(C4=O)C(=CC=C5)OC)O)(C(=O)CO)O)N)O.Cl. Cell line: U251. Synergy scores: CSS=41.7, Synergy_ZIP=-2.03, Synergy_Bliss=-2.76, Synergy_Loewe=-0.108, Synergy_HSA=0.859. (3) Drug 1: C1=NC2=C(N=C(N=C2N1C3C(C(C(O3)CO)O)O)F)N. Drug 2: CC(C)CN1C=NC2=C1C3=CC=CC=C3N=C2N. Cell line: TK-10. Synergy scores: CSS=62.2, Synergy_ZIP=0.799, Synergy_Bliss=-1.26, Synergy_Loewe=-7.61, Synergy_HSA=-1.45.